Task: Regression. Given a peptide amino acid sequence and an MHC pseudo amino acid sequence, predict their binding affinity value. This is MHC class I binding data.. Dataset: Peptide-MHC class I binding affinity with 185,985 pairs from IEDB/IMGT (1) The peptide sequence is AVDLYHFLK. The MHC is HLA-A30:01 with pseudo-sequence HLA-A30:01. The binding affinity (normalized) is 0.147. (2) The peptide sequence is LSPGMMMGM. The MHC is HLA-A26:02 with pseudo-sequence HLA-A26:02. The binding affinity (normalized) is 0.467.